Dataset: Reaction yield outcomes from USPTO patents with 853,638 reactions. Task: Predict the reaction yield, written as a fraction of the theoretical maximum amount of product (1.0 means a 100% yield; for example, 0.34 means a 34% yield). (1) The reactants are [C:1]1(=O)[C:11]2=[C:12]3[C:7](=[CH:8][CH:9]=[CH:10]2)[CH:6]=[CH:5][CH:4]=[C:3]3[C:2]1=O.[C:15]1([CH2:21][C:22](=[O:30])[CH2:23][C:24]2[CH:29]=[CH:28][CH:27]=[CH:26][CH:25]=2)[CH:20]=[CH:19][CH:18]=[CH:17][CH:16]=1.[OH-].[K+]. The catalyst is C(O)C. The product is [C:24]1([C:23]2[C:22](=[O:30])[C:21]([C:15]3[CH:20]=[CH:19][CH:18]=[CH:17][CH:16]=3)=[C:2]3[C:3]4=[C:12]5[C:7](=[CH:6][CH:5]=[CH:4]4)[CH:8]=[CH:9][CH:10]=[C:11]5[C:1]=23)[CH:25]=[CH:26][CH:27]=[CH:28][CH:29]=1. The yield is 0.713. (2) The reactants are [CH3:1][N:2]([CH3:32])[C:3]1[N:12]=[C:11]([NH:13][CH2:14][C:15]2[CH:20]=[CH:19][C:18]([NH:21][C:22](=[O:30])[C:23]3[CH:28]=[CH:27][C:26]([F:29])=[CH:25][CH:24]=3)=[CH:17][CH:16]=2)[C:10]2[C:5](=[CH:6][C:7](I)=[CH:8][CH:9]=2)[N:4]=1.[CH:33]1(B(O)O)[CH2:35][CH2:34]1.Cl. No catalyst specified. The product is [CH:33]1([C:7]2[CH:6]=[C:5]3[C:10]([C:11]([NH:13][CH2:14][C:15]4[CH:20]=[CH:19][C:18]([NH:21][C:22](=[O:30])[C:23]5[CH:28]=[CH:27][C:26]([F:29])=[CH:25][CH:24]=5)=[CH:17][CH:16]=4)=[N:12][C:3]([N:2]([CH3:32])[CH3:1])=[N:4]3)=[CH:9][CH:8]=2)[CH2:35][CH2:34]1. The yield is 0.360. (3) The reactants are [N+:1]([C:4]1[CH:9]=[CH:8][C:7]([N:10]2[CH2:14][CH2:13][CH:12]([N:15]3[CH:19]=[CH:18][N:17]=[CH:16]3)[CH2:11]2)=[CH:6][CH:5]=1)([O-:3])=[O:2].[Br:20][C:21](Br)([CH3:23])[CH3:22]. The catalyst is C(O)CCCC.CN(C=O)C. The product is [Br-:20].[Br-:20].[N+:1]([C:4]1[CH:9]=[CH:8][C:7]([N:10]2[CH2:14][CH2:13][CH:12]([N+:15]3[CH:19]=[CH:18][N:17]([CH2:22][CH2:21][CH2:23][N+:17]4[CH:18]=[CH:19][N:15]([CH:12]5[CH2:13][CH2:14][N:10]([C:7]6[CH:6]=[CH:5][C:4]([N+:1]([O-:3])=[O:2])=[CH:9][CH:8]=6)[CH2:11]5)[CH:16]=4)[CH:16]=3)[CH2:11]2)=[CH:6][CH:5]=1)([O-:3])=[O:2]. The yield is 0.330. (4) The reactants are [Cl:1][C:2]1[CH:7]=[CH:6][CH:5]=[CH:4][C:3]=1[C:8]1[N:25]([CH2:26][C@@H:27]2[CH2:32][CH2:31][CH2:30][N:29](C(OC(C)(C)C)=O)[CH2:28]2)[C:11]2[N:12]=[C:13]([NH:16][CH2:17][C:18]3[CH:23]=[CH:22][C:21]([OH:24])=[CH:20][CH:19]=3)[N:14]=[CH:15][C:10]=2[CH:9]=1.C(O)(C(F)(F)F)=O. The catalyst is C(Cl)Cl. The product is [Cl:1][C:2]1[CH:7]=[CH:6][CH:5]=[CH:4][C:3]=1[C:8]1[N:25]([CH2:26][C@@H:27]2[CH2:32][CH2:31][CH2:30][NH:29][CH2:28]2)[C:11]2[N:12]=[C:13]([NH:16][CH2:17][C:18]3[CH:23]=[CH:22][C:21]([OH:24])=[CH:20][CH:19]=3)[N:14]=[CH:15][C:10]=2[CH:9]=1. The yield is 0.330. (5) The reactants are [H-].[Al+3].[Li+].[H-].[H-].[H-].[CH3:7][O:8][C:9]1[CH:18]=[C:17]2[C:12]([CH2:13][CH2:14][CH:15]([C:19](OCC)=O)[CH2:16]2)=[CH:11][CH:10]=1.[O:24]1CCC[CH2:25]1. No catalyst specified. The product is [CH3:7][O:8][C:9]1[CH:18]=[C:17]2[C:12]([CH2:13][CH2:14][CH:15]([CH2:19][CH2:25][OH:24])[CH2:16]2)=[CH:11][CH:10]=1. The yield is 0.540. (6) The reactants are [CH3:1][O:2][C:3]1[C:8]2[N:9]=[C:10]([NH:12][C:13]([N:15]3[CH2:20][CH2:19][CH:18]([CH2:21][OH:22])[CH2:17][CH2:16]3)=[O:14])[S:11][C:7]=2[C:6]([N:23]2[CH2:28][CH2:27][O:26][CH2:25][CH2:24]2)=[CH:5][CH:4]=1.C(N(C(C)C)C(C)C)C.[CH3:38][S:39](Cl)(=[O:41])=[O:40]. The catalyst is C(Cl)Cl. The product is [CH3:1][O:2][C:3]1[C:8]2[N:9]=[C:10]([NH:12][C:13]([N:15]3[CH2:20][CH2:19][CH:18]([CH2:21][O:22][S:39]([CH3:38])(=[O:41])=[O:40])[CH2:17][CH2:16]3)=[O:14])[S:11][C:7]=2[C:6]([N:23]2[CH2:28][CH2:27][O:26][CH2:25][CH2:24]2)=[CH:5][CH:4]=1. The yield is 0.340.